From a dataset of Catalyst prediction with 721,799 reactions and 888 catalyst types from USPTO. Predict which catalyst facilitates the given reaction. Reactant: CC([Si](C)(C)[O:6][C@@H:7]1[CH2:11][N:10]([C:12]([O:14][C:15]([CH3:18])([CH3:17])[CH3:16])=[O:13])[C@@H:9]([CH2:19][O:20][C:21]2[CH:26]=[CH:25][CH:24]=[CH:23][CH:22]=2)[CH2:8]1)(C)C.CCCC[N+](CCCC)(CCCC)CCCC.[F-]. Product: [OH:6][C@@H:7]1[CH2:11][N:10]([C:12]([O:14][C:15]([CH3:17])([CH3:18])[CH3:16])=[O:13])[C@@H:9]([CH2:19][O:20][C:21]2[CH:22]=[CH:23][CH:24]=[CH:25][CH:26]=2)[CH2:8]1. The catalyst class is: 1.